Predict which catalyst facilitates the given reaction. From a dataset of Catalyst prediction with 721,799 reactions and 888 catalyst types from USPTO. Reactant: [C:1](Cl)(=O)[C:2]([Cl:4])=[O:3].[C:7]([C:9]1[CH:10]=C([CH:15]=[CH:16][C:17]=1[O:18][CH:19]([CH3:21])[CH3:20])C(O)=O)#[N:8].CN(C=O)C. Product: [C:7]([C:9]1[CH:10]=[C:1]([CH:15]=[CH:16][C:17]=1[O:18][CH:19]([CH3:21])[CH3:20])[C:2]([Cl:4])=[O:3])#[N:8]. The catalyst class is: 2.